From a dataset of Retrosynthesis with 50K atom-mapped reactions and 10 reaction types from USPTO. Predict the reactants needed to synthesize the given product. (1) Given the product CC(C)(C)OC(=O)c1ccc[nH]1, predict the reactants needed to synthesize it. The reactants are: C=C(C)C.O=C(O)c1ccc[nH]1. (2) Given the product CN(Cc1ccccc1)c1cc(NC(=O)NCCN2CCC(O)(Cc3ccccc3)CC2)ccn1, predict the reactants needed to synthesize it. The reactants are: CN(Cc1ccccc1)c1cc(N=C=O)ccn1.NCCN1CCC(O)(Cc2ccccc2)CC1. (3) Given the product O=C(c1c(Cl)cccc1C(F)(F)F)n1nc(I)c2ccc(Br)cc21, predict the reactants needed to synthesize it. The reactants are: Brc1ccc2c(I)n[nH]c2c1.O=C(Cl)c1c(Cl)cccc1C(F)(F)F. (4) Given the product O=C(O)c1cnc(-c2ccccc2)nc1-c1ccccc1Cl, predict the reactants needed to synthesize it. The reactants are: CCOC(=O)c1cnc(-c2ccccc2)nc1-c1ccccc1Cl. (5) Given the product CCOC(=O)c1ccc(NC2CC2)nc1, predict the reactants needed to synthesize it. The reactants are: CCOC(=O)c1ccc(Cl)nc1.NC1CC1. (6) Given the product COc1ccc(OC)c2c1CC(=O)C(C)C2, predict the reactants needed to synthesize it. The reactants are: COc1ccc(OC)c2c1C[C@@H](C)[C@H](O)C2. (7) Given the product CC(=O)Nc1ccc(Sc2cccn3nc(Nc4ccc(C5CCN(C(=O)OC(C)(C)C)CC5)cc4)nc23)cc1, predict the reactants needed to synthesize it. The reactants are: CC(=O)Nc1ccc(Sc2cccn3nc(Cl)nc23)cc1.CC(C)(C)OC(=O)N1CCC(c2ccc(N)cc2)CC1.